Dataset: Forward reaction prediction with 1.9M reactions from USPTO patents (1976-2016). Task: Predict the product of the given reaction. (1) Given the reactants [N+:1]([C:4]1[CH:9]=[CH:8][C:7]([CH2:10][C:11]([N:13]2[CH2:18][CH2:17][N:16]([CH2:19][CH3:20])[CH2:15][CH2:14]2)=[O:12])=[C:6]([C:21]([F:24])([F:23])[F:22])[CH:5]=1)([O-])=O, predict the reaction product. The product is: [NH2:1][C:4]1[CH:9]=[CH:8][C:7]([CH2:10][C:11]([N:13]2[CH2:14][CH2:15][N:16]([CH2:19][CH3:20])[CH2:17][CH2:18]2)=[O:12])=[C:6]([C:21]([F:24])([F:23])[F:22])[CH:5]=1. (2) The product is: [CH2:30]([NH:32][C:23]([C:21]1[C:20]([CH:26]([CH3:27])[CH3:28])=[C:19]2[N:18]([CH:22]=1)[N:17]=[CH:16][N:15]=[C:14]2[NH:13][C:3]1[CH:4]=[C:5]([C:8]([NH:10][O:11][CH3:12])=[O:9])[CH:6]=[CH:7][C:2]=1[F:1])=[O:25])[CH3:31]. Given the reactants [F:1][C:2]1[CH:7]=[CH:6][C:5]([C:8]([NH:10][O:11][CH3:12])=[O:9])=[CH:4][C:3]=1[NH:13][C:14]1[C:19]2=[C:20]([CH:26]([CH3:28])[CH3:27])[C:21]([C:23]([OH:25])=O)=[CH:22][N:18]2[N:17]=[CH:16][N:15]=1.Cl.[CH2:30]([NH2:32])[CH3:31].CN([P+](ON1N=NC2C=CC=CC1=2)(N(C)C)N(C)C)C.F[P-](F)(F)(F)(F)F.CN1CCOCC1, predict the reaction product. (3) Given the reactants [F:1][C:2]1[CH:3]=[CH:4][C:5]([N+:16]([O-])=O)=[C:6]([NH:8][C:9]2[CH:14]=[CH:13][CH:12]=[CH:11][C:10]=2[F:15])[CH:7]=1, predict the reaction product. The product is: [F:1][C:2]1[CH:7]=[C:6]([NH:8][C:9]2[CH:14]=[CH:13][CH:12]=[CH:11][C:10]=2[F:15])[C:5]([NH2:16])=[CH:4][CH:3]=1. (4) Given the reactants [CH3:1][C:2]1[CH:11]=[C:10]2[C:5]([CH:6]=[CH:7][C:8](=[O:12])[O:9]2)=[CH:4][CH:3]=1.[Br:13]N1C(=O)CCC1=O.CC(N=NC(C#N)(C)C)(C#N)C, predict the reaction product. The product is: [Br:13][CH2:1][C:2]1[CH:11]=[C:10]2[C:5]([CH:6]=[CH:7][C:8](=[O:12])[O:9]2)=[CH:4][CH:3]=1. (5) The product is: [ClH:1].[F:2][C:3]1[CH:8]=[C:7]([F:9])[CH:6]=[CH:5][C:4]=1[C:10]([CH:12]1[CH2:17][CH2:16][NH:15][CH2:14][CH2:13]1)=[N:19][OH:20]. Given the reactants [ClH:1].[F:2][C:3]1[CH:8]=[C:7]([F:9])[CH:6]=[CH:5][C:4]=1[C:10]([CH:12]1[CH2:17][CH2:16][NH:15][CH2:14][CH2:13]1)=O.Cl.[NH2:19][OH:20].CN(C)CCO, predict the reaction product. (6) Given the reactants [CH3:1][N:2]([CH2:13][C:14]1[N:18]([CH2:19][CH2:20][CH2:21][CH2:22][CH2:23][C:24]#[N:25])[C:17]2[CH:26]=[CH:27][CH:28]=[CH:29][C:16]=2[N:15]=1)[CH:3]1[C:12]2[N:11]=[CH:10][CH:9]=[CH:8][C:7]=2[CH2:6][CH2:5][CH2:4]1.NCC1C=CC(CN2C3C=CC=CC=3N=C2CN(C)C2C3N=CC=CC=3CCC2)=CC=1, predict the reaction product. The product is: [NH2:25][CH2:24][CH2:23][CH2:22][CH2:21][CH2:20][CH2:19][N:18]1[C:17]2[CH:26]=[CH:27][CH:28]=[CH:29][C:16]=2[N:15]=[C:14]1[CH2:13][N:2]([CH3:1])[CH:3]1[C:12]2[N:11]=[CH:10][CH:9]=[CH:8][C:7]=2[CH2:6][CH2:5][CH2:4]1.